This data is from Full USPTO retrosynthesis dataset with 1.9M reactions from patents (1976-2016). The task is: Predict the reactants needed to synthesize the given product. (1) Given the product [Cl:10][C:11]1[CH:12]=[C:13]([CH2:14][NH:15][C:16]([C:18]2[CH:19]=[C:20]3[C:21]([C:22](=[O:23])[N:7]([C:5]4[S:6][C:2]([CH3:1])=[N:3][N:4]=4)[C:28](=[S:29])[NH:27]3)=[CH:25][CH:26]=2)=[O:17])[CH:30]=[CH:31][CH:32]=1, predict the reactants needed to synthesize it. The reactants are: [CH3:1][C:2]1[S:6][C:5]([NH2:7])=[N:4][N:3]=1.[H-].[Na+].[Cl:10][C:11]1[CH:12]=[C:13]([CH:30]=[CH:31][CH:32]=1)[CH2:14][NH:15][C:16]([C:18]1[CH:26]=[CH:25][C:21]([C:22]([O-])=[O:23])=[C:20]([N:27]=[C:28]=[S:29])[CH:19]=1)=[O:17]. (2) The reactants are: [OH:1][C:2]1[CH:7]=[CH:6][C:5]([N:8]=[N:9][C:10]2[CH:15]=[CH:14][C:13]([N+:16]([O-:18])=[O:17])=[CH:12][CH:11]=2)=[CH:4][CH:3]=1.Cl[CH2:20][CH2:21][CH2:22][CH2:23][CH2:24][CH2:25][OH:26].C(=O)([O-])[O-].[K+].[K+].[I-].[K+]. Given the product [OH:26][CH2:25][CH2:24][CH2:23][CH2:22][CH2:21][CH2:20][O:1][C:2]1[CH:7]=[CH:6][C:5]([N:8]=[N:9][C:10]2[CH:15]=[CH:14][C:13]([N+:16]([O-:18])=[O:17])=[CH:12][CH:11]=2)=[CH:4][CH:3]=1, predict the reactants needed to synthesize it. (3) The reactants are: [F:1][C:2]1[C:3]([C:19]([C:22]2[N:26]3[N:27]=[C:28]([C:31]4[CH:32]=[N:33][N:34]([CH3:36])[CH:35]=4)[CH:29]=[CH:30][C:25]3=[N:24][CH:23]=2)(O)[CH3:20])=[CH:4][C:5]2[C:9]([CH:10]=1)=[N:8][N:7](COCC[Si](C)(C)C)[CH:6]=2.FC1C=C2C(C=NN2COCC[Si](C)(C)C)=CC=1C(C1N2N=C(C3C=NN(C)C=3)C=CC2=NC=1)(O)C.II.O[PH2]=O. Given the product [F:1][C:2]1[CH:10]=[C:9]2[C:5]([CH:6]=[N:7][NH:8]2)=[CH:4][C:3]=1[CH:19]([C:22]1[N:26]2[N:27]=[C:28]([C:31]3[CH:32]=[N:33][N:34]([CH3:36])[CH:35]=3)[CH:29]=[CH:30][C:25]2=[N:24][CH:23]=1)[CH3:20], predict the reactants needed to synthesize it. (4) Given the product [ClH:50].[ClH:44].[Br:1][C:2]1[CH:35]=[C:34]([F:36])[CH:33]=[CH:32][C:3]=1[O:4][C:5]1[C:6]([NH:20][C:21]2[S:22][CH:23]=[C:24]([CH:26]3[CH2:31][CH2:30][N:29]([C:48](=[O:49])[CH2:47][N:46]([CH3:51])[CH3:45])[CH2:28][CH2:27]3)[N:25]=2)=[N:7][CH:8]=[C:9]([S:11][C:12]2[CH:17]=[CH:16][CH:15]=[C:14]([O:18][CH3:19])[CH:13]=2)[CH:10]=1, predict the reactants needed to synthesize it. The reactants are: [Br:1][C:2]1[CH:35]=[C:34]([F:36])[CH:33]=[CH:32][C:3]=1[O:4][C:5]1[C:6]([NH:20][C:21]2[S:22][CH:23]=[C:24]([CH:26]3[CH2:31][CH2:30][NH:29][CH2:28][CH2:27]3)[N:25]=2)=[N:7][CH:8]=[C:9]([S:11][C:12]2[CH:17]=[CH:16][CH:15]=[C:14]([O:18][CH3:19])[CH:13]=2)[CH:10]=1.C(N(CC)CC)C.[ClH:44].[CH3:45][N:46]([CH3:51])[CH2:47][C:48]([Cl:50])=[O:49].Cl. (5) Given the product [NH2:1][C:2]1[N:7]=[C:6]([C:8]([NH:10][CH2:11][C:12]2[CH:17]=[CH:16][CH:15]=[C:14]([CH2:18][O:19][CH3:20])[N:13]=2)=[O:9])[C:5]([Cl:27])=[C:4]([C:21]2[O:22][C:23]([CH3:26])=[CH:24][CH:25]=2)[N:3]=1, predict the reactants needed to synthesize it. The reactants are: [NH2:1][C:2]1[N:7]=[C:6]([C:8]([NH:10][CH2:11][C:12]2[CH:17]=[CH:16][CH:15]=[C:14]([CH2:18][O:19][CH3:20])[N:13]=2)=[O:9])[CH:5]=[C:4]([C:21]2[O:22][C:23]([CH3:26])=[CH:24][CH:25]=2)[N:3]=1.[Cl:27]N1C(=O)CCC1=O. (6) Given the product [CH3:23][O:24][C:25]([CH2:26][C:27](=[O:31])[CH:28]([O:8][C:7]([C:4]1[CH:3]=[CH:2][C:1]([C:10]2[CH:11]=[CH:12][CH:13]=[CH:14][CH:15]=2)=[CH:6][CH:5]=1)=[O:9])[CH3:29])=[O:32], predict the reactants needed to synthesize it. The reactants are: [C:1]1([C:10]2[CH:15]=[CH:14][CH:13]=[CH:12][CH:11]=2)[CH:6]=[CH:5][C:4]([C:7]([OH:9])=[O:8])=[CH:3][CH:2]=1.C(N(CC)CC)C.[CH3:23][O:24][C:25](=[O:32])[CH2:26][C:27](=[O:31])[CH:28](Br)[CH3:29].O.